From a dataset of Peptide-MHC class I binding affinity with 185,985 pairs from IEDB/IMGT. Regression. Given a peptide amino acid sequence and an MHC pseudo amino acid sequence, predict their binding affinity value. This is MHC class I binding data. The peptide sequence is AEALLADGL. The MHC is HLA-A30:01 with pseudo-sequence HLA-A30:01. The binding affinity (normalized) is 0.0847.